From a dataset of Forward reaction prediction with 1.9M reactions from USPTO patents (1976-2016). Predict the product of the given reaction. (1) Given the reactants Br[C:2]1[CH:3]=[C:4]2[C:9](=[CH:10][CH:11]=1)[N:8]=[CH:7][C:6]([C:12]([CH:14]1[CH2:16][CH2:15]1)=[O:13])=[C:5]2[NH:17][C:18]1[CH:19]=[N:20][N:21]([CH:23]2[CH2:28][CH2:27][N:26]([C:29]([O:31][C:32]([CH3:35])([CH3:34])[CH3:33])=[O:30])[CH2:25][CH2:24]2)[CH:22]=1.[Cl:36][C:37]1[CH:42]=[C:41](B2OC(C)(C)C(C)(C)O2)[CH:40]=[C:39]([Cl:52])[C:38]=1[OH:53], predict the reaction product. The product is: [CH:14]1([C:12]([C:6]2[CH:7]=[N:8][C:9]3[C:4]([C:5]=2[NH:17][C:18]2[CH:19]=[N:20][N:21]([CH:23]4[CH2:24][CH2:25][N:26]([C:29]([O:31][C:32]([CH3:35])([CH3:33])[CH3:34])=[O:30])[CH2:27][CH2:28]4)[CH:22]=2)=[CH:3][C:2]([C:41]2[CH:42]=[C:37]([Cl:36])[C:38]([OH:53])=[C:39]([Cl:52])[CH:40]=2)=[CH:11][CH:10]=3)=[O:13])[CH2:15][CH2:16]1. (2) Given the reactants [OH-].[Na+].O.[C:4]1([O:11][CH3:12])[C:5](=[CH:7][CH:8]=[CH:9][CH:10]=1)[OH:6].[Br:13][CH2:14][CH:15]([OH:18])[CH2:16]Br, predict the reaction product. The product is: [Br:13][CH2:14][CH:15]([OH:18])[CH2:16][O:6][C:5]1[CH:7]=[CH:8][CH:9]=[CH:10][C:4]=1[O:11][CH3:12].